Dataset: Retrosynthesis with 50K atom-mapped reactions and 10 reaction types from USPTO. Task: Predict the reactants needed to synthesize the given product. (1) Given the product CCOC(=O)c1c2ccc(Cl)cc2c(-c2ccccc2)n1CCC(C)(C)CCBr, predict the reactants needed to synthesize it. The reactants are: CC(C)(CCBr)CCBr.CCOC(=O)c1[nH]c(-c2ccccc2)c2cc(Cl)ccc12. (2) Given the product CN(C(=O)c1ccc(Cl)c(C(F)(F)F)c1)C1CN(C(=O)C2CCN(C(=O)C3(C)CC3)CC2)CC1c1ccc(Cl)c(Cl)c1, predict the reactants needed to synthesize it. The reactants are: CNC1CN(C(=O)C2CCN(C(=O)C3(C)CC3)CC2)CC1c1ccc(Cl)c(Cl)c1.O=C(O)c1ccc(Cl)c(C(F)(F)F)c1. (3) Given the product CCC[C@]1(O)CCN(C(=O)OCc2ccccc2)[C@H]1C, predict the reactants needed to synthesize it. The reactants are: CCC[Mg+].C[C@H]1C(=O)CCN1C(=O)OCc1ccccc1. (4) Given the product O=C(O)C1CCC(Cc2nc3ccccc3c(=O)[nH]2)CC1, predict the reactants needed to synthesize it. The reactants are: CCOC(=O)C1CCC(Cc2nc3ccccc3c(=O)[nH]2)CC1. (5) Given the product CC(C)(C)OC(=O)N1CC2(CCS(=O)(=O)CC2)c2ccc(N3CCOCC3)cc21, predict the reactants needed to synthesize it. The reactants are: C1COCCN1.CC(C)(C)OC(=O)N1CC2(CCS(=O)(=O)CC2)c2ccc(Br)cc21. (6) The reactants are: BrCCc1ccccc1.Clc1nccc(Nc2ccccc2)n1. Given the product Clc1nccc(N(CCc2ccccc2)c2ccccc2)n1, predict the reactants needed to synthesize it. (7) Given the product O=C1c2cc(F)ccc2S(=O)(=O)N1CCCCN1CCN(c2ncccn2)CC1, predict the reactants needed to synthesize it. The reactants are: O=C1c2cc(F)ccc2S(=O)(=O)N1CCCCBr.c1cnc(N2CCNCC2)nc1.